From a dataset of Full USPTO retrosynthesis dataset with 1.9M reactions from patents (1976-2016). Predict the reactants needed to synthesize the given product. Given the product [NH2:12][C:9]1[CH:10]=[CH:11][C:6]([CH:3]([OH:4])[C:2]([F:1])([F:15])[F:16])=[CH:7][CH:8]=1, predict the reactants needed to synthesize it. The reactants are: [F:1][C:2]([F:16])([F:15])[C:3]([C:6]1[CH:11]=[CH:10][C:9]([N+:12]([O-])=O)=[CH:8][CH:7]=1)(O)[OH:4].[H][H].